From a dataset of NCI-60 drug combinations with 297,098 pairs across 59 cell lines. Regression. Given two drug SMILES strings and cell line genomic features, predict the synergy score measuring deviation from expected non-interaction effect. (1) Drug 1: CC1C(C(CC(O1)OC2CC(OC(C2O)C)OC3=CC4=CC5=C(C(=O)C(C(C5)C(C(=O)C(C(C)O)O)OC)OC6CC(C(C(O6)C)O)OC7CC(C(C(O7)C)O)OC8CC(C(C(O8)C)O)(C)O)C(=C4C(=C3C)O)O)O)O. Drug 2: CC(C)CN1C=NC2=C1C3=CC=CC=C3N=C2N. Cell line: NCI-H460. Synergy scores: CSS=36.4, Synergy_ZIP=1.16, Synergy_Bliss=2.35, Synergy_Loewe=-2.69, Synergy_HSA=2.64. (2) Drug 1: CN(C)N=NC1=C(NC=N1)C(=O)N. Drug 2: CC1=C2C(C(=O)C3(C(CC4C(C3C(C(C2(C)C)(CC1OC(=O)C(C(C5=CC=CC=C5)NC(=O)C6=CC=CC=C6)O)O)OC(=O)C7=CC=CC=C7)(CO4)OC(=O)C)O)C)OC(=O)C. Cell line: ACHN. Synergy scores: CSS=16.0, Synergy_ZIP=-9.26, Synergy_Bliss=-5.37, Synergy_Loewe=-10.8, Synergy_HSA=-3.13. (3) Drug 1: CC1=C(N=C(N=C1N)C(CC(=O)N)NCC(C(=O)N)N)C(=O)NC(C(C2=CN=CN2)OC3C(C(C(C(O3)CO)O)O)OC4C(C(C(C(O4)CO)O)OC(=O)N)O)C(=O)NC(C)C(C(C)C(=O)NC(C(C)O)C(=O)NCCC5=NC(=CS5)C6=NC(=CS6)C(=O)NCCC[S+](C)C)O. Drug 2: B(C(CC(C)C)NC(=O)C(CC1=CC=CC=C1)NC(=O)C2=NC=CN=C2)(O)O. Cell line: BT-549. Synergy scores: CSS=67.3, Synergy_ZIP=5.68, Synergy_Bliss=3.89, Synergy_Loewe=4.73, Synergy_HSA=7.82. (4) Drug 1: CN1C(=O)N2C=NC(=C2N=N1)C(=O)N. Drug 2: C1=NC2=C(N1)C(=S)N=CN2. Cell line: NCI/ADR-RES. Synergy scores: CSS=32.4, Synergy_ZIP=-4.52, Synergy_Bliss=-6.05, Synergy_Loewe=-29.0, Synergy_HSA=-2.79. (5) Drug 1: CNC(=O)C1=CC=CC=C1SC2=CC3=C(C=C2)C(=NN3)C=CC4=CC=CC=N4. Drug 2: CS(=O)(=O)OCCCCOS(=O)(=O)C. Cell line: HT29. Synergy scores: CSS=9.26, Synergy_ZIP=5.79, Synergy_Bliss=-0.0676, Synergy_Loewe=-6.51, Synergy_HSA=-4.36. (6) Drug 1: CC1=C(C=C(C=C1)C(=O)NC2=CC(=CC(=C2)C(F)(F)F)N3C=C(N=C3)C)NC4=NC=CC(=N4)C5=CN=CC=C5. Drug 2: COCCOC1=C(C=C2C(=C1)C(=NC=N2)NC3=CC=CC(=C3)C#C)OCCOC.Cl. Cell line: SR. Synergy scores: CSS=-1.35, Synergy_ZIP=-1.07, Synergy_Bliss=-4.07, Synergy_Loewe=-2.78, Synergy_HSA=-4.82.